From a dataset of Full USPTO retrosynthesis dataset with 1.9M reactions from patents (1976-2016). Predict the reactants needed to synthesize the given product. (1) Given the product [CH:1]1([CH2:4][O:5][C:6]2[C:7]([C:13]([N:28]3[CH2:29][CH2:30][CH2:31][CH2:32][C@H:27]3[CH2:26][C:24]3[N:25]=[C:18]4[C:17]([CH3:16])=[CH:22][CH:21]=[CH:20][N:19]4[CH:23]=3)=[O:15])=[N:8][C:9]([CH3:12])=[CH:10][CH:11]=2)[CH2:2][CH2:3]1, predict the reactants needed to synthesize it. The reactants are: [CH:1]1([CH2:4][O:5][C:6]2[C:7]([C:13]([OH:15])=O)=[N:8][C:9]([CH3:12])=[CH:10][CH:11]=2)[CH2:3][CH2:2]1.[CH3:16][C:17]1[C:18]2[N:19]([CH:23]=[C:24]([CH2:26][C@@H:27]3[CH2:32][CH2:31][CH2:30][CH2:29][NH:28]3)[N:25]=2)[CH:20]=[CH:21][CH:22]=1. (2) Given the product [C:23]([C:4]1[CH:3]=[C:2]([NH:1][C:30]([O:32][C:33]([CH3:35])=[CH2:34])=[O:31])[N:6]([C:7]2[CH:8]=[C:9]3[C:13](=[CH:14][CH:15]=2)[N:12]([C:16]([O:18][C:19]([CH3:20])([CH3:22])[CH3:21])=[O:17])[N:11]=[CH:10]3)[N:5]=1)([CH3:26])([CH3:25])[CH3:24], predict the reactants needed to synthesize it. The reactants are: [NH2:1][C:2]1[N:6]([C:7]2[CH:8]=[C:9]3[C:13](=[CH:14][CH:15]=2)[N:12]([C:16]([O:18][C:19]([CH3:22])([CH3:21])[CH3:20])=[O:17])[N:11]=[CH:10]3)[N:5]=[C:4]([C:23]([CH3:26])([CH3:25])[CH3:24])[CH:3]=1.[OH-].[Na+].Cl[C:30]([O:32][C:33]([CH3:35])=[CH2:34])=[O:31].